Dataset: Forward reaction prediction with 1.9M reactions from USPTO patents (1976-2016). Task: Predict the product of the given reaction. (1) Given the reactants Br[C:2]1[C:3]([CH3:15])=[C:4]([C:8]2[O:9][CH2:10][C:11]([CH3:14])([CH3:13])[N:12]=2)[CH:5]=[CH:6][CH:7]=1.[CH2:16]1[CH2:20]OC[CH2:17]1.C([Mg]Cl)(C)C, predict the reaction product. The product is: [CH:16]([C:2]1[C:3]([CH3:15])=[C:4]([C:8]2[O:9][CH2:10][C:11]([CH3:14])([CH3:13])[N:12]=2)[CH:5]=[CH:6][CH:7]=1)([CH3:20])[CH3:17]. (2) Given the reactants O.[F:2][C:3]([F:8])([F:7])[C:4]([OH:6])=[O:5].[CH3:9][C:10]([CH3:55])([CH3:54])[C:11]([O:13][C:14]1[CH:19]=[CH:18][C:17]([C:20]2[CH:25]=[CH:24][C:23]([O:26][C:27]3[C:32](=[O:33])[N:31]([C:34]4[CH:39]=[CH:38][C:37]([CH3:40])=[CH:36][CH:35]=4)[N:30]=[CH:29][C:28]=3[N:41]3[CH2:46][CH2:45][N:44](C(OC(C)(C)C)=O)[CH2:43][CH2:42]3)=[CH:22][CH:21]=2)=[CH:16][CH:15]=1)=[O:12], predict the reaction product. The product is: [F:2][C:3]([F:8])([F:7])[C:4]([OH:6])=[O:5].[C:11]([O:13][C:14]1[CH:19]=[CH:18][C:17]([C:20]2[CH:21]=[CH:22][C:23]([O:26][C:27]3[C:32](=[O:33])[N:31]([C:34]4[CH:35]=[CH:36][C:37]([CH3:40])=[CH:38][CH:39]=4)[N:30]=[CH:29][C:28]=3[N:41]3[CH2:46][CH2:45][NH:44][CH2:43][CH2:42]3)=[CH:24][CH:25]=2)=[CH:16][CH:15]=1)(=[O:12])[C:10]([CH3:55])([CH3:54])[CH3:9]. (3) The product is: [CH3:1][C:2]1[CH:10]=[CH:9][CH:8]=[C:7]2[C:3]=1[C:4](=[O:24])[N:5]([CH2:12][CH:13]([C:18](=[O:19])[CH3:23])[C:14]([O:16][CH3:17])=[O:15])[C:6]2=[O:11]. Given the reactants [CH3:1][C:2]1[CH:10]=[CH:9][CH:8]=[C:7]2[C:3]=1[C:4](=[O:24])[N:5]([CH2:12][CH:13]([C:18]1([CH3:23])OCC[O:19]1)[C:14]([O:16][CH3:17])=[O:15])[C:6]2=[O:11].O.C1(C)C=CC(S(O)(=O)=O)=CC=1, predict the reaction product. (4) Given the reactants [Cl:1][C:2]1[CH:3]=[N:4][CH:5]=[C:6]([Cl:27])[C:7]=1[NH:8][C:9]1[NH:10][C:11]2[C:17]3[CH2:18][C:19]([CH3:22])([CH3:21])[O:20][C:16]=3[C:15]([C:23]([O:25]C)=O)=[CH:14][C:12]=2[N:13]=1.[F:28][C:29]1[CH:35]=[CH:34][C:33]([C:36]([F:39])([F:38])[F:37])=[CH:32][C:30]=1[NH2:31].C[Al](C)C, predict the reaction product. The product is: [Cl:27][C:6]1[CH:5]=[N:4][CH:3]=[C:2]([Cl:1])[C:7]=1[NH:8][C:9]1[NH:10][C:11]2[C:17]3[CH2:18][C:19]([CH3:21])([CH3:22])[O:20][C:16]=3[C:15]([C:23]([NH:31][C:30]3[CH:32]=[C:33]([C:36]([F:37])([F:38])[F:39])[CH:34]=[CH:35][C:29]=3[F:28])=[O:25])=[CH:14][C:12]=2[N:13]=1. (5) Given the reactants [NH2:1][C:2]1[CH:7]=[C:6]([Cl:8])[CH:5]=[CH:4][N:3]=1.[N+:9]([O-])([OH:11])=[O:10].O, predict the reaction product. The product is: [NH2:1][C:2]1[C:7]([N+:9]([O-:11])=[O:10])=[C:6]([Cl:8])[CH:5]=[CH:4][N:3]=1. (6) The product is: [CH:16]([NH:6][C:5]1[CH:7]=[CH:8][C:9]2[O:10][CH2:1][O:2][C:3]=2[CH:4]=1)([CH3:17])[CH3:18]. Given the reactants [CH2:1]1[O:10][C:9]2[CH:8]=[CH:7][C:5]([NH2:6])=[CH:4][C:3]=2[O:2]1.C(N([CH2:16][CH3:17])CC)C.[CH3:18]O, predict the reaction product. (7) Given the reactants [C:1]([C:4]1[CH:5]=[C:6]2[C:11](=[O:12])[O:10][C:8](=O)[C:7]2=[CH:13][CH:14]=1)([OH:3])=[O:2].[NH2:15][CH2:16][C:17]([OH:19])=[O:18], predict the reaction product. The product is: [C:1]([C:4]1[CH:5]=[C:6]2[C:11](=[O:12])[N:15]([CH2:16][C:17]([OH:19])=[O:18])[C:8](=[O:10])[C:7]2=[CH:13][CH:14]=1)([OH:3])=[O:2].